From a dataset of Catalyst prediction with 721,799 reactions and 888 catalyst types from USPTO. Predict which catalyst facilitates the given reaction. (1) Reactant: [CH3:1][NH:2][CH2:3][CH:4]([C:6]1[N:7]([CH3:15])[C:8]2[C:13]([CH:14]=1)=[CH:12][CH:11]=[CH:10][CH:9]=2)[OH:5].C(N(CC)C(C)C)(C)C.[Cl:25][C:26]1[CH:48]=[CH:47][C:29]([CH2:30][NH:31][C:32]([C:34]2[C:35](=[O:46])[C:36]3[CH:43]=[C:42]([CH2:44]Cl)[S:41][C:37]=3[N:38]([CH3:40])[CH:39]=2)=[O:33])=[CH:28][CH:27]=1.O. Product: [Cl:25][C:26]1[CH:48]=[CH:47][C:29]([CH2:30][NH:31][C:32]([C:34]2[C:35](=[O:46])[C:36]3[CH:43]=[C:42]([CH2:44][N:2]([CH2:3][CH:4]([OH:5])[C:6]4[N:7]([CH3:15])[C:8]5[C:13]([CH:14]=4)=[CH:12][CH:11]=[CH:10][CH:9]=5)[CH3:1])[S:41][C:37]=3[N:38]([CH3:40])[CH:39]=2)=[O:33])=[CH:28][CH:27]=1. The catalyst class is: 3. (2) Reactant: [NH:1]1[CH:5]=[CH:4][CH:3]=[N:2]1.[C:6]1(=[O:11])[CH2:10][CH2:9][CH:8]=[CH:7]1.O. Product: [N:1]1([CH:8]2[CH2:9][CH2:10][C:6](=[O:11])[CH2:7]2)[CH:5]=[CH:4][CH:3]=[N:2]1. The catalyst class is: 2.